Dataset: Full USPTO retrosynthesis dataset with 1.9M reactions from patents (1976-2016). Task: Predict the reactants needed to synthesize the given product. Given the product [C:26]([Si:23]([O:17][CH:14]1[CH2:15][CH2:16][CH:11]([C:3]2[CH:4]=[CH:5][C:6]([N+:8]([O-:10])=[O:9])=[CH:7][C:2]=2[F:1])[CH2:12][CH2:13]1)([CH3:25])[CH3:24])([CH3:29])([CH3:28])[CH3:27], predict the reactants needed to synthesize it. The reactants are: [F:1][C:2]1[CH:7]=[C:6]([N+:8]([O-:10])=[O:9])[CH:5]=[CH:4][C:3]=1[CH:11]1[CH2:16][CH2:15][CH:14]([OH:17])[CH2:13][CH2:12]1.N1C=CN=C1.[Si:23](Cl)([C:26]([CH3:29])([CH3:28])[CH3:27])([CH3:25])[CH3:24].